This data is from Peptide-MHC class I binding affinity with 185,985 pairs from IEDB/IMGT. The task is: Regression. Given a peptide amino acid sequence and an MHC pseudo amino acid sequence, predict their binding affinity value. This is MHC class I binding data. (1) The peptide sequence is STTDAEACY. The MHC is HLA-A68:01 with pseudo-sequence HLA-A68:01. The binding affinity (normalized) is 0.529. (2) The peptide sequence is KEHVIQNAF. The MHC is HLA-B54:01 with pseudo-sequence HLA-B54:01. The binding affinity (normalized) is 0. (3) The peptide sequence is ASSWAPTQK. The MHC is HLA-B44:02 with pseudo-sequence HLA-B44:02. The binding affinity (normalized) is 0.0847. (4) The peptide sequence is SRDKTIIMW. The MHC is HLA-B27:05 with pseudo-sequence HLA-B27:05. The binding affinity (normalized) is 0.0847. (5) The peptide sequence is AVRHFPRIW. The MHC is HLA-A33:01 with pseudo-sequence HLA-A33:01. The binding affinity (normalized) is 0. (6) The MHC is HLA-B15:17 with pseudo-sequence HLA-B15:17. The binding affinity (normalized) is 0.485. The peptide sequence is AQNAISTTF. (7) The peptide sequence is VVPSYIPLV. The MHC is HLA-B57:01 with pseudo-sequence HLA-B57:01. The binding affinity (normalized) is 0.0847. (8) The peptide sequence is FENDIDEIL. The MHC is HLA-A31:01 with pseudo-sequence HLA-A31:01. The binding affinity (normalized) is 0.0847.